This data is from Reaction yield outcomes from USPTO patents with 853,638 reactions. The task is: Predict the reaction yield, written as a fraction of the theoretical maximum amount of product (1.0 means a 100% yield; for example, 0.34 means a 34% yield). (1) The reactants are [CH3:1][O:2][C:3](=[O:24])[C:4]1[C:5](=[C:10]([CH3:23])[C:11](OS(C(F)(F)F)(=O)=O)=[CH:12][C:13]=1[OH:14])[C:6]([O:8][CH3:9])=[O:7].[Cl-].[Li+].[C:27]1([As](C2C=CC=CC=2)C2C=CC=CC=2)C=CC=C[CH:28]=1.C(C([Sn])=C(CCCC)CCCC)CCC.[F-].[K+]. The catalyst is CN1CCCC1=O.CCOC(C)=O. The product is [CH3:1][O:2][C:3](=[O:24])[C:4]1[C:5](=[C:10]([CH3:23])[C:11]([CH:27]=[CH2:28])=[CH:12][C:13]=1[OH:14])[C:6]([O:8][CH3:9])=[O:7]. The yield is 0.870. (2) The reactants are [NH2:1][C:2]1[CH:10]=[CH:9][C:5]([C:6]([OH:8])=O)=[CH:4][C:3]=1[F:11].[NH:12]1[CH2:17][CH2:16][CH2:15][C@@H:14]2[C:18]3[CH:19]=[CH:20][CH:21]=[CH:22][C:23]=3[CH2:24][C@H:13]12.F[P-](F)(F)(F)(F)F.N1(OC(N(C)C)=[N+](C)C)C2N=CC=CC=2N=N1. No catalyst specified. The product is [NH2:1][C:2]1[CH:10]=[CH:9][C:5]([C:6]([N:12]2[CH2:17][CH2:16][CH2:15][C@@H:14]3[C:18]4[CH:19]=[CH:20][CH:21]=[CH:22][C:23]=4[CH2:24][C@H:13]23)=[O:8])=[CH:4][C:3]=1[F:11]. The yield is 0.620. (3) The reactants are [NH2:1][C:2]1[CH:10]=[CH:9][CH:8]=[C:7]2[C:3]=1[C:4](=[O:20])[N:5]([CH:12]1[CH2:17][CH2:16][C:15](=[O:18])[NH:14][C:13]1=[O:19])[C:6]2=[O:11].[C:21]1([CH3:30])[CH:26]=[CH:25][CH:24]=[C:23]([C:27](Cl)=[O:28])[CH:22]=1.CO. The catalyst is C1COCC1.C(OCC)C. The product is [O:19]=[C:13]1[CH:12]([N:5]2[C:4](=[O:20])[C:3]3[C:7](=[CH:8][CH:9]=[CH:10][C:2]=3[NH:1][C:27](=[O:28])[C:23]3[CH:24]=[CH:25][CH:26]=[C:21]([CH3:30])[CH:22]=3)[C:6]2=[O:11])[CH2:17][CH2:16][C:15](=[O:18])[NH:14]1. The yield is 0.880. (4) The reactants are [Cl:1][C:2]1[N:7]=[C:6](/[CH:8]=C(/C2C=C(NS(C3C(F)=CC=CC=3F)(=O)=O)C=CC=2)\O)[CH:5]=[CH:4][N:3]=1.[Cl:29][C:30]1[C:39]([NH:40][C:41]([O:43][CH2:44][CH:45]=[CH2:46])=[O:42])=[CH:38][CH:37]=[CH:36][C:31]=1[C:32]([O:34]C)=O.ClC1N=C(C)C=CN=1. No catalyst specified. The product is [Cl:29][C:30]1[C:31](/[C:32](/[OH:34])=[CH:8]\[C:6]2[CH:5]=[CH:4][N:3]=[C:2]([Cl:1])[N:7]=2)=[CH:36][CH:37]=[CH:38][C:39]=1[NH:40][C:41](=[O:42])[O:43][CH2:44][CH:45]=[CH2:46]. The yield is 0.796.